This data is from Forward reaction prediction with 1.9M reactions from USPTO patents (1976-2016). The task is: Predict the product of the given reaction. (1) Given the reactants COC(=O)C(O)=CC(=O)N(CC1C=CC(Cl)=C(Cl)C=1)C.C=O.[CH3:23][C:24]([CH3:28])([CH3:27])[CH2:25][NH2:26].[Cl:29][C:30]1[CH:31]=[C:32]([CH:46]=[CH:47][C:48]=1[Cl:49])[CH2:33][N:34]([CH3:45])[C:35]([C:37]1[CH2:38]N(C)[C:40](=[O:43])[C:41]=1[OH:42])=[O:36], predict the reaction product. The product is: [Cl:29][C:30]1[CH:31]=[C:32]([CH:46]=[CH:47][C:48]=1[Cl:49])[CH2:33][N:34]([CH3:45])[C:35]([C:37]1[CH2:38][N:26]([CH2:25][C:24]([CH3:28])([CH3:27])[CH3:23])[C:40](=[O:43])[C:41]=1[OH:42])=[O:36]. (2) Given the reactants O[C:2]1[CH:11]=[CH:10][C:5]([C:6]([O:8][CH3:9])=[O:7])=[C:4]([O:12][CH3:13])[CH:3]=1.C([N:16]([CH2:19][CH3:20])CC)C.FC(F)(F)S(OS(C(F)(F)F)(=O)=O)(=O)=O, predict the reaction product. The product is: [NH2:16][C:19]1[CH:20]=[C:11]([C:2]2[CH:11]=[CH:10][C:5]([C:6]([O:8][CH3:9])=[O:7])=[C:4]([O:12][CH3:13])[CH:3]=2)[CH:2]=[CH:3][CH:4]=1. (3) Given the reactants [Cl:1][C:2]1[N:3]=[CH:4][C:5]2[C:10]([CH:11]=1)=[C:9]([NH2:12])[CH:8]=[CH:7][CH:6]=2.C(O)(=O)C.[C:17]([O:21][C:22](=[O:27])[CH2:23][C:24](=O)[CH3:25])([CH3:20])([CH3:19])[CH3:18], predict the reaction product. The product is: [C:17]([O:21][C:22](=[O:27])/[CH:23]=[C:24](/[NH:12][C:9]1[CH:8]=[CH:7][CH:6]=[C:5]2[C:10]=1[CH:11]=[C:2]([Cl:1])[N:3]=[CH:4]2)\[CH3:25])([CH3:20])([CH3:19])[CH3:18]. (4) The product is: [Cl:1][C:2]1[CH:3]=[C:4]([C:14]2[N:15]=[C:16]([CH:27]3[CH2:29][CH2:28]3)[O:17][C:18]=2[C:19]2[CH:24]=[CH:23][N:22]=[C:21]([S:25]([CH3:26])=[O:38])[N:20]=2)[C:5]([F:13])=[C:6]([NH:8][S:9]([CH3:12])(=[O:11])=[O:10])[CH:7]=1. Given the reactants [Cl:1][C:2]1[CH:3]=[C:4]([C:14]2[N:15]=[C:16]([CH:27]3[CH2:29][CH2:28]3)[O:17][C:18]=2[C:19]2[CH:24]=[CH:23][N:22]=[C:21]([S:25][CH3:26])[N:20]=2)[C:5]([F:13])=[C:6]([NH:8][S:9]([CH3:12])(=[O:11])=[O:10])[CH:7]=1.C1C=C(Cl)C=C(C(OO)=[O:38])C=1, predict the reaction product. (5) The product is: [OH:12][C:11]1[C:4]([O:3][CH3:13])=[C:5]([CH:8]=[CH:9][CH:10]=1)[CH:6]=[O:7]. Given the reactants [H-].[Na+].[OH:3][C:4]1[C:11]([OH:12])=[CH:10][CH:9]=[CH:8][C:5]=1[CH:6]=[O:7].[CH3:13]I, predict the reaction product.